This data is from Experimentally validated miRNA-target interactions with 360,000+ pairs, plus equal number of negative samples. The task is: Binary Classification. Given a miRNA mature sequence and a target amino acid sequence, predict their likelihood of interaction. (1) The miRNA is hsa-miR-6894-3p with sequence UUGCCUGCCCUCUUCCUCCAG. The protein sequence of the target gene is MSQKQLKEAFVRNLSGTSVLEVTQGLCFPAFCILCRGLWIIFSQHVCSFSNTWSTRFLMDFVVLIVPLVITLTVLSSFILLENLTVIVWGAWLLYQIYHRRTCYAKVPVQKVFANFLKISLESEYNPAITCYRVINSVFTAIAILAVDFPLFPRRFAKTELYGTGAMDFGVGGFIFGAAMVCPEVRRKSIEESRFNYLRKSLYSVWPLVFLGMGRLVIIKSIGYQEHSTEYGIHWNFFFTIIVVRLVTSLLLIIFPLNKSWIVAVSITVVYQLALDYTPLKRILLYGTDGSGTRVGFLNA.... Result: 0 (no interaction). (2) The miRNA is mmu-miR-132-3p with sequence UAACAGUCUACAGCCAUGGUCG. The protein sequence of the target gene is MNGTANPLLDREEHCLRLGESFEKRPRASFHTIRYDFKPASIDTSCEGELQVGKGDEVTITLPHIPGSTPPMTVFKGNKRPYQKDCVLIINHDTGEYVLEKLSSSIQVKKTRAEGSSKIQARMEQQPARPPQPSQPPPPPPPMPFRAPTKPPAGPKTSPLKDNPSPEPQLDDIKRELRAEVDIIEQMSSSSGSSSSDSESSSGSDDDSSSSAGEDNGPASPPQPSHQQPYNSRPAVANGTSRPQGSSQLMNTLRNDLQLSESGSDSDD. Result: 0 (no interaction). (3) The miRNA is hsa-miR-4709-3p with sequence UUGAAGAGGAGGUGCUCUGUAGC. The protein sequence of the target gene is MARRSAFPAAALWLWSILLCLLALRAEAGPPQEESLYLWIDAHQARVLIGFEEDILIVSEGKMAPFTHDFRKAQQRMPAIPVNIHSMNFTWQAAGQAEYFYEFLSLRSLDKGIMADPTVNVPLLGTVPHKASVVQVGFPCLGKQDGVAAFEVDVIVMNSEGNTILQTPQNAIFFKTCQQAECPGGCRNGGFCNERRICECPDGFHGPHCEKALCTPRCMNGGLCVTPGFCICPPGFYGVNCDKANCSTTCFNGGTCFYPGKCICPPGLEGEQCEISKCPQPCRNGGKCIGKSKCKCSKGY.... Result: 0 (no interaction). (4) The miRNA is hsa-miR-7705 with sequence AAUAGCUCAGAAUGUCAGUUCUG. The protein sequence of the target gene is MEELTAFVSKSFDQKVKEKKEAITYREVLESGPLRGAKEPGCVEPGRDDRSSPAVRAAGGGGGAGGGGGGGGGGGGGAGGGGAGGGAGGGRSPVRELDMGAAERSREPGSPRLTEVSPELKDRKDDAKGMEDEGQTKIKQRRSRTNFTLEQLNELERLFDETHYPDAFMREELSQRLGLSEARVQVWFQNRRAKCRKQENQLHKGVLIGAASQFEACRVAPYVNVGALRMPFQQDSHCNVTPLSFQVQAQLQLDSAVAHAHHHLHPHLAAHAPYMMFPAPPFGLPLATLAADSASAASVV.... Result: 0 (no interaction). (5) The miRNA is hsa-miR-16-5p with sequence UAGCAGCACGUAAAUAUUGGCG. The protein sequence of the target gene is MANIHQENEEMEQPMQNGEEDRPLGGGEGHQPAGNRRGQARRLAPNFRWAIPNRQINDGMGGDGDDMEIFMEEMREIRRKLRELQLRNCLRILMGELSNHHDHHDEFCLMP. Result: 1 (interaction). (6) The miRNA is hsa-miR-192-5p with sequence CUGACCUAUGAAUUGACAGCC. The protein sequence of the target gene is MATEAQSEGEVPARESGRSDAICSFVICNDSSLRGQPIIFNPDFFVEKLRHEKPEIFTELVVSNITRLIDLPGTELAQLMGEVDLKLPGGAGPASGFFRSLMSLKRKEKGVIFGSPLTEEGIAQIYQLIEYLHKNLRVEGLFRVPGNSVRQQILRDALNNGTDIDLESGEFHSNDVATLLKMFLGELPEPLLTHKHFNAHLKIADLMQFDDKGNKTNIPDKDRQIEALQLLFLILPPPNRNLLKLLLDLLYQTAKKQDKNKMSAYNLALMFAPHVLWPKNVTANDLQENITKLNSGMAFM.... Result: 1 (interaction).